This data is from NCI-60 drug combinations with 297,098 pairs across 59 cell lines. The task is: Regression. Given two drug SMILES strings and cell line genomic features, predict the synergy score measuring deviation from expected non-interaction effect. Drug 1: CC1=CC2C(CCC3(C2CCC3(C(=O)C)OC(=O)C)C)C4(C1=CC(=O)CC4)C. Drug 2: CN(CCCl)CCCl.Cl. Cell line: COLO 205. Synergy scores: CSS=43.5, Synergy_ZIP=4.28, Synergy_Bliss=5.30, Synergy_Loewe=-23.5, Synergy_HSA=3.65.